This data is from Full USPTO retrosynthesis dataset with 1.9M reactions from patents (1976-2016). The task is: Predict the reactants needed to synthesize the given product. (1) Given the product [O:1]=[C:2]1[CH2:7][CH:6]2[CH:8]([C:9]3[NH:24][C:21]4[C:19](=[O:20])[N:18]([CH2:25][CH2:26][CH3:27])[C:16](=[O:17])[N:15]([CH2:12][CH2:13][CH3:14])[C:22]=4[N:23]=3)[CH:3]1[CH2:4][CH2:5]2, predict the reactants needed to synthesize it. The reactants are: [O:1]=[C:2]1[CH2:7][CH:6]2[CH:8]([C:9](O)=O)[CH:3]1[CH2:4][CH2:5]2.[CH2:12]([N:15]1[C:22]([NH2:23])=[C:21]([NH2:24])[C:19](=[O:20])[N:18]([CH2:25][CH2:26][CH3:27])[C:16]1=[O:17])[CH2:13][CH3:14].Cl. (2) Given the product [Cl:6][C:7]1[N:12]=[C:11]([N:13]2[CH2:18][CH2:17][O:16][CH2:15][C@H:14]2[CH3:19])[CH:10]=[C:9]([C:20]2([S:21]([CH3:24])(=[O:23])=[O:22])[CH2:4][CH2:3][CH2:2]2)[N:8]=1, predict the reactants needed to synthesize it. The reactants are: Br[CH2:2][CH2:3][CH2:4]Br.[Cl:6][C:7]1[N:12]=[C:11]([N:13]2[CH2:18][CH2:17][O:16][CH2:15][C@H:14]2[CH3:19])[CH:10]=[C:9]([CH2:20][S:21]([CH3:24])(=[O:23])=[O:22])[N:8]=1.[OH-].[Na+]. (3) The reactants are: [N+:1]([C:4]1[CH:9]=[CH:8][CH:7]=[CH:6][C:5]=1B(O)O)([O-:3])=[O:2].Cl.Br[C:15]1[CH:20]=[CH:19][N:18]=[CH:17][CH:16]=1.C([O-])([O-])=O.[Na+].[Na+].N#N. Given the product [N+:1]([C:4]1[CH:9]=[CH:8][CH:7]=[CH:6][C:5]=1[C:15]1[CH:20]=[CH:19][N:18]=[CH:17][CH:16]=1)([O-:3])=[O:2], predict the reactants needed to synthesize it. (4) Given the product [OH:8][CH2:9][CH2:10][O:11][CH:12]1[CH2:17][CH2:16][N:15]([C:18]([O:20][CH2:21][C:22]2[CH:23]=[CH:24][CH:25]=[CH:26][CH:27]=2)=[O:19])[CH2:14][CH2:13]1, predict the reactants needed to synthesize it. The reactants are: [BH4-].[Na+].[Cl-].[Ca+2].[Cl-].C([O:8][C:9](=O)[CH2:10][O:11][CH:12]1[CH2:17][CH2:16][N:15]([C:18]([O:20][CH2:21][C:22]2[CH:27]=[CH:26][CH:25]=[CH:24][CH:23]=2)=[O:19])[CH2:14][CH2:13]1)C.[Cl-].[NH4+]. (5) Given the product [F:19][C:18]([F:21])([F:20])[O:17][C:14]1[CH:15]=[CH:16][C:11]([C@H:9]2[CH2:8][O:10]2)=[CH:12][CH:13]=1, predict the reactants needed to synthesize it. The reactants are: C(=O)([O-])[O-].[K+].[K+].Br[CH2:8][C@H:9]([C:11]1[CH:16]=[CH:15][C:14]([O:17][C:18]([F:21])([F:20])[F:19])=[CH:13][CH:12]=1)[OH:10]. (6) Given the product [OH:29][CH2:28][C@H:17]1[CH:18]2[C@:23]([CH3:24])([CH2:22][CH2:21][C:20](=[O:50])[CH2:19]2)[C@@H:25]2[C@H:15]([C@H:6]3[C@@:4]([CH2:27][CH2:26]2)([CH3:5])[C:3](=[O:2])[CH2:8][CH2:7]3)[CH2:16]1, predict the reactants needed to synthesize it. The reactants are: C1CO[C:8]23OCCO[C:3]2([C@:4]2([CH2:27][CH2:26][C@H:25]4[C@@H:15]([CH2:16][C@@H:17]([CH2:28][OH:29])[CH:18]5[C@:23]4([CH3:24])[CH2:22][CH2:21][CH2:20][CH2:19]5)[C@@H:6]2[CH2:7]3)[CH3:5])[O:2]1.C([C@@H]1C2[C@](C)(CCC(=[O:50])C2)[C@@H]2[C@H]([C@H]3[C@@](CC2)(C)C(=O)CC3)C1)#N. (7) Given the product [Cl:2][C:3]1[CH:4]=[CH:5][C:6]([CH2:7][CH:8]2[CH2:13][CH:12]([C:14]([O:16][CH3:20])=[O:15])[CH2:11][CH2:10][NH:9]2)=[CH:17][CH:18]=1, predict the reactants needed to synthesize it. The reactants are: Cl.[Cl:2][C:3]1[CH:18]=[CH:17][C:6]([CH2:7][CH:8]2[CH2:13][CH:12]([C:14]([OH:16])=[O:15])[CH2:11][CH2:10][NH:9]2)=[CH:5][CH:4]=1.Cl.[C:20]([O-])(O)=O.[Na+]. (8) The reactants are: [CH2:1]([C:3]1[C:11]2[C:6](=[C:7]([N+:16]([O-])=O)[CH:8]=[C:9]([C:12]([O:14][CH3:15])=[O:13])[CH:10]=2)[NH:5][CH:4]=1)[CH3:2].C(=C1/CNC2C/1=CC(C(OC)=O)=CC=2[N+]([O-])=O)/C. Given the product [NH2:16][C:7]1[CH:8]=[C:9]([C:12]([O:14][CH3:15])=[O:13])[CH:10]=[C:11]2[C:6]=1[NH:5][CH:4]=[C:3]2[CH2:1][CH3:2], predict the reactants needed to synthesize it. (9) Given the product [C:22]([C:25]1[CH:30]=[CH:29][C:28]([C:2]2[C:3]([C:16]3[CH:17]=[CH:18][CH:19]=[CH:20][CH:21]=3)=[N:4][C:5]3[C:10]([N:11]=2)=[CH:9][C:8]([C:12]([OH:14])=[O:13])=[CH:7][CH:6]=3)=[CH:27][CH:26]=1)([OH:24])=[O:23], predict the reactants needed to synthesize it. The reactants are: Br[C:2]1[C:3]([C:16]2[CH:21]=[CH:20][CH:19]=[CH:18][CH:17]=2)=[N:4][C:5]2[C:10]([N:11]=1)=[CH:9][C:8]([C:12]([O:14]C)=[O:13])=[CH:7][CH:6]=2.[C:22]([C:25]1[CH:30]=[CH:29][C:28](B(O)O)=[CH:27][CH:26]=1)([OH:24])=[O:23]. (10) Given the product [CH3:1][O:2][C:3]1[CH:4]=[C:5]2[C:10](=[CH:11][C:12]=1[O:13][CH3:14])[N:9]=[CH:8][CH:7]=[C:6]2[O:15][C:16]1[C:22]([CH3:23])=[CH:21][C:19]([NH:20][C:40](=[O:42])[O:58][CH:56]([C:55]2[CH:59]=[CH:60][C:52]([F:51])=[CH:53][CH:54]=2)[CH3:57])=[C:18]([CH3:24])[CH:17]=1, predict the reactants needed to synthesize it. The reactants are: [CH3:1][O:2][C:3]1[CH:4]=[C:5]2[C:10](=[CH:11][C:12]=1[O:13][CH3:14])[N:9]=[CH:8][CH:7]=[C:6]2[O:15][C:16]1[C:22]([CH3:23])=[CH:21][C:19]([NH2:20])=[C:18]([CH3:24])[CH:17]=1.C1(C)C=CC=CC=1.C(N(CC)CC)C.Cl[C:40](Cl)([O:42]C(=O)OC(Cl)(Cl)Cl)Cl.[F:51][C:52]1[CH:60]=[CH:59][C:55]([CH:56]([OH:58])[CH3:57])=[CH:54][CH:53]=1.